Dataset: Full USPTO retrosynthesis dataset with 1.9M reactions from patents (1976-2016). Task: Predict the reactants needed to synthesize the given product. (1) Given the product [F:1][C:2]1[CH:3]=[CH:4][C:5]([OH:37])=[C:6]([C:8]([CH3:35])([CH3:36])[CH2:9][C:10]([C:31]([F:32])([F:34])[F:33])([OH:30])[CH2:11][NH:12][C:13]2[CH:22]=[CH:21][CH:20]=[C:19]3[C:14]=2[CH:15]=[CH:16][C:17]([CH2:23][N:24]2[CH2:29][CH2:28][O:27][CH2:26][CH2:25]2)=[N:18]3)[CH:7]=1, predict the reactants needed to synthesize it. The reactants are: [F:1][C:2]1[CH:3]=[CH:4][C:5]([O:37]C)=[C:6]([C:8]([CH3:36])([CH3:35])[CH2:9][C:10]([C:31]([F:34])([F:33])[F:32])([OH:30])[CH2:11][NH:12][C:13]2[CH:22]=[CH:21][CH:20]=[C:19]3[C:14]=2[CH:15]=[CH:16][C:17]([CH2:23][N:24]2[CH2:29][CH2:28][O:27][CH2:26][CH2:25]2)=[N:18]3)[CH:7]=1.B(Br)(Br)Br. (2) Given the product [ClH:21].[ClH:21].[NH:10]1[CH2:11][CH2:12][CH2:13][CH:8]([O:7][C:2]2[N:1]=[CH:6][CH:5]=[CH:4][N:3]=2)[CH2:9]1, predict the reactants needed to synthesize it. The reactants are: [N:1]1[CH:6]=[CH:5][CH:4]=[N:3][C:2]=1[O:7][CH:8]1[CH2:13][CH2:12][CH2:11][N:10](C(OC(C)(C)C)=O)[CH2:9]1.[ClH:21]. (3) Given the product [C:22]([O:26][C:27]([NH:29][C:30]1[CH:35]=[CH:34][N:33]2[C:32]([CH:31]=1)=[C:2]([C:1]([O:6][CH2:7][C:8]1[CH:13]=[CH:12][CH:11]=[CH:10][CH:9]=1)=[O:5])[C:3]([CH3:4])=[C:36]2[C:37](=[O:38])[C:39]1[CH:44]=[CH:43][C:42]([N+:45]([O-:47])=[O:46])=[C:41]([O:48][CH3:49])[CH:40]=1)=[O:28])([CH3:25])([CH3:24])[CH3:23], predict the reactants needed to synthesize it. The reactants are: [C:1]([O:6][CH2:7][C:8]1[CH:13]=[CH:12][CH:11]=[CH:10][CH:9]=1)(=[O:5])/[CH:2]=[CH:3]/[CH3:4].C(N(CC)CC)C.[Br-].[C:22]([O:26][C:27]([NH:29][C:30]1[CH:35]=[CH:34][N+:33]([CH2:36][C:37]([C:39]2[CH:44]=[CH:43][C:42]([N+:45]([O-:47])=[O:46])=[C:41]([O:48][CH3:49])[CH:40]=2)=[O:38])=[CH:32][CH:31]=1)=[O:28])([CH3:25])([CH3:24])[CH3:23]. (4) Given the product [N:17]1[CH:22]=[CH:21][C:20]([NH:23][C:24]([C:26]2[C:30]([C:31]3[CH:32]=[CH:33][CH:34]=[CH:35][CH:36]=3)=[C:29]([CH:37]=[C:9]3[C:8]4[C:12](=[CH:13][CH:14]=[CH:15][C:7]=4[C:4]4[CH:5]=[CH:6][N:1]=[CH:2][CH:3]=4)[NH:11][C:10]3=[O:16])[NH:28][C:27]=2[CH3:39])=[O:25])=[CH:19][CH:18]=1, predict the reactants needed to synthesize it. The reactants are: [N:1]1[CH:6]=[CH:5][C:4]([C:7]2[CH:15]=[CH:14][CH:13]=[C:12]3[C:8]=2[CH2:9][C:10](=[O:16])[NH:11]3)=[CH:3][CH:2]=1.[N:17]1[CH:22]=[CH:21][C:20]([NH:23][C:24]([C:26]2[C:30]([C:31]3[CH:36]=[CH:35][CH:34]=[CH:33][CH:32]=3)=[C:29]([CH:37]=O)[NH:28][C:27]=2[CH3:39])=[O:25])=[CH:19][CH:18]=1. (5) Given the product [CH3:11][C:3]1[CH:4]=[CH:5][CH:6]=[C:7]([N+:8]([O-:10])=[O:9])[C:2]=1[CH:14]=[CH:13][C:12]([O:16][CH3:17])=[O:15], predict the reactants needed to synthesize it. The reactants are: Br[C:2]1[C:7]([N+:8]([O-:10])=[O:9])=[CH:6][CH:5]=[CH:4][C:3]=1[CH3:11].[C:12]([O:16][CH3:17])(=[O:15])[CH:13]=[CH2:14].C1(P(C2C=CC=CC=2)C2C=CC=CC=2)C=CC=CC=1. (6) Given the product [Cl:26][C:27]1[CH:33]=[C:32]([OH:34])[C:31]([CH3:35])=[CH:30][C:28]=1[NH:29][C:2]1[N:7]=[C:6]([NH:8][C:9]2[CH:14]=[CH:13][C:12]([O:15][CH2:16][CH2:17][CH2:18][N:19]3[CH2:24][CH2:23][O:22][CH2:21][CH2:20]3)=[CH:11][CH:10]=2)[C:5]([F:25])=[CH:4][N:3]=1, predict the reactants needed to synthesize it. The reactants are: Cl[C:2]1[N:7]=[C:6]([NH:8][C:9]2[CH:14]=[CH:13][C:12]([O:15][CH2:16][CH2:17][CH2:18][N:19]3[CH2:24][CH2:23][O:22][CH2:21][CH2:20]3)=[CH:11][CH:10]=2)[C:5]([F:25])=[CH:4][N:3]=1.[Cl:26][C:27]1[CH:33]=[C:32]([OH:34])[C:31]([CH3:35])=[CH:30][C:28]=1[NH2:29]. (7) Given the product [N:11]1[CH:10]=[C:9]([O:8][C:4]2[CH:3]=[C:2]([NH:16][C:15](=[O:22])[O:17][C:18]([CH3:21])([CH3:20])[CH3:19])[CH:7]=[N:6][CH:5]=2)[CH:14]=[N:13][CH:12]=1, predict the reactants needed to synthesize it. The reactants are: Br[C:2]1[CH:3]=[C:4]([O:8][C:9]2[CH:10]=[N:11][CH:12]=[N:13][CH:14]=2)[CH:5]=[N:6][CH:7]=1.[C:15](=[O:22])([O:17][C:18]([CH3:21])([CH3:20])[CH3:19])[NH2:16].CC(C)([O-])C.[Na+].C(P(C(C)(C)C)C1C=CC=CC=1C1C(C(C)C)=CC(C(C)C)=CC=1C(C)C)(C)(C)C. (8) Given the product [F:16][CH2:15][CH2:14][CH2:13][O:9][C:6]1[CH:7]=[CH:8][C:3]([CH2:2][NH:1][C:28]([C:23]2[S:24][C:25]([CH3:27])=[C:26]3[C:22]=2[CH2:21][C@H:20]2[C:18]([CH3:31])([CH3:17])[C@H:19]23)=[O:29])=[C:4]([O:10][CH3:11])[CH:5]=1, predict the reactants needed to synthesize it. The reactants are: [NH2:1][CH2:2][C:3]1[CH:8]=[CH:7][C:6]([OH:9])=[CH:5][C:4]=1[O:10][CH3:11].Br[CH2:13][CH2:14][CH2:15][F:16].[CH3:17][C:18]1([CH3:31])[C@@H:20]2[CH2:21][C:22]3[C:26]([C@H:19]12)=[C:25]([CH3:27])[S:24][C:23]=3[C:28](O)=[O:29]. (9) Given the product [Br:1][C:2]1[CH:7]=[CH:6][C:5]([CH:8]=[O:9])=[CH:4][C:3]=1[CH3:10], predict the reactants needed to synthesize it. The reactants are: [Br:1][C:2]1[CH:7]=[CH:6][C:5]([CH2:8][OH:9])=[CH:4][C:3]=1[CH3:10]. (10) Given the product [C:1]([O:5][C:6]([NH:8][CH2:9][C:10]1[C:11]([CH2:27][CH:28]([CH3:30])[CH3:29])=[N:12][C:13]([CH3:26])=[C:14]([C:18]=1[C:19]1[CH:24]=[CH:23][C:22]([CH3:25])=[CH:21][CH:20]=1)[C:15]([O:17][CH:32]1[C:36]2[CH:37]=[CH:38][CH:39]=[CH:40][C:35]=2[C:34](=[O:41])[O:33]1)=[O:16])=[O:7])([CH3:4])([CH3:3])[CH3:2], predict the reactants needed to synthesize it. The reactants are: [C:1]([O:5][C:6]([NH:8][CH2:9][C:10]1[C:11]([CH2:27][CH:28]([CH3:30])[CH3:29])=[N:12][C:13]([CH3:26])=[C:14]([C:18]=1[C:19]1[CH:24]=[CH:23][C:22]([CH3:25])=[CH:21][CH:20]=1)[C:15]([OH:17])=[O:16])=[O:7])([CH3:4])([CH3:3])[CH3:2].Cl[CH:32]1[C:36]2[CH:37]=[CH:38][CH:39]=[CH:40][C:35]=2[C:34](=[O:41])[O:33]1.C(=O)([O-])[O-].[K+].[K+].